From a dataset of Catalyst prediction with 721,799 reactions and 888 catalyst types from USPTO. Predict which catalyst facilitates the given reaction. Reactant: [Cl:1][C:2]1[CH:3]=[C:4]([CH:6]=[C:7]([Cl:9])[CH:8]=1)[NH2:5].[CH3:10]CN(C(C)C)C(C)C.C(Cl)(Cl)=S.[CH3:23][NH:24][C:25]1[CH:30]=[CH:29][CH:28]=[CH:27][C:26]=1[NH2:31].CI. Product: [Cl:1][C:2]1[CH:3]=[C:4]([NH:5][C:23]2[N:31]([CH3:10])[C:26]3[CH:27]=[CH:28][CH:29]=[CH:30][C:25]=3[N:24]=2)[CH:6]=[C:7]([Cl:9])[CH:8]=1. The catalyst class is: 2.